From a dataset of Reaction yield outcomes from USPTO patents with 853,638 reactions. Predict the reaction yield, written as a fraction of the theoretical maximum amount of product (1.0 means a 100% yield; for example, 0.34 means a 34% yield). (1) The reactants are [NH2:1][CH2:2][C@@H:3]1[C@H:7]([OH:8])[CH2:6][N:5]([CH2:9][CH2:10][N:11]2[C:20]3[C:15](=[N:16][CH:17]=[C:18]([F:21])[CH:19]=3)[CH:14]=[CH:13][C:12]2=[O:22])[CH2:4]1.[O:23]=[C:24]1[CH2:29][S:28][C:27]2[CH:30]=[CH:31][C:32]([CH:34]=O)=[N:33][C:26]=2[NH:25]1.C(=O)([O-])[O-].[Na+].[Na+].C(O[BH-](OC(=O)C)OC(=O)C)(=O)C.[Na+].C(Cl)[Cl:57]. The catalyst is CO. The product is [ClH:57].[F:21][C:18]1[CH:19]=[C:20]2[C:15]([CH:14]=[CH:13][C:12](=[O:22])[N:11]2[CH2:10][CH2:9][N:5]2[CH2:6][C@@H:7]([OH:8])[C@@H:3]([CH2:2][NH:1][CH2:34][C:32]3[CH:31]=[CH:30][C:27]4[S:28][CH2:29][C:24](=[O:23])[NH:25][C:26]=4[N:33]=3)[CH2:4]2)=[N:16][CH:17]=1. The yield is 0.460. (2) The reactants are Cl[C:2]1[N:11]=[C:10]([NH:12][CH2:13][C:14]([C:22]2[CH:27]=[CH:26][CH:25]=[CH:24][CH:23]=2)([C:16]2[CH:21]=[CH:20][CH:19]=[CH:18][CH:17]=2)[CH3:15])[C:9]2[C:4](=[CH:5][CH:6]=[CH:7][CH:8]=2)[N:3]=1.[CH3:28][N:29]([CH3:39])[C:30]1[CH:35]=[CH:34][C:33](B(O)O)=[CH:32][CH:31]=1.C1(C(C2C=CC=CN=2)CNC2C3C(=CC=CC=3)N=C(C3C=CC(NS(C)(=O)=O)=CC=3)N=2)C=CC=CC=1. The catalyst is C(Cl)(Cl)Cl.CO. The product is [CH3:28][N:29]([CH3:39])[C:30]1[CH:35]=[CH:34][C:33]([C:2]2[N:11]=[C:10]([NH:12][CH2:13][C:14]([C:22]3[CH:27]=[CH:26][CH:25]=[CH:24][CH:23]=3)([C:16]3[CH:21]=[CH:20][CH:19]=[CH:18][CH:17]=3)[CH3:15])[C:9]3[C:4](=[CH:5][CH:6]=[CH:7][CH:8]=3)[N:3]=2)=[CH:32][CH:31]=1. The yield is 0.210. (3) The reactants are [H-].[Na+].C[O:4][C:5]([C:7]1[CH:8]=[C:9]2[CH:15]=[CH:14][NH:13][C:10]2=[N:11][CH:12]=1)=[O:6].[CH3:16][O:17][C:18]1[CH:23]=[CH:22][C:21]([CH2:24]Br)=[CH:20][CH:19]=1.O. The catalyst is CN(C=O)C. The product is [CH3:16][O:17][C:18]1[CH:23]=[CH:22][C:21]([CH2:24][N:13]2[C:10]3=[N:11][CH:12]=[C:7]([C:5]([OH:4])=[O:6])[CH:8]=[C:9]3[CH:15]=[CH:14]2)=[CH:20][CH:19]=1. The yield is 0.250. (4) The product is [F:23][C:2]([F:1])([F:22])[CH:3]([C:5]1[C:14]2[O:13][CH2:12][CH2:11][N:10]([C:15]([O:17][C:18]([CH3:20])([CH3:19])[CH3:21])=[O:16])[CH2:9][C:8]=2[S:7][CH:6]=1)[CH3:4]. The yield is 0.993. The catalyst is [Pd].C(O)C. The reactants are [F:1][C:2]([F:23])([F:22])[C:3]([C:5]1[C:14]2[O:13][CH2:12][CH2:11][N:10]([C:15]([O:17][C:18]([CH3:21])([CH3:20])[CH3:19])=[O:16])[CH2:9][C:8]=2[S:7][CH:6]=1)=[CH2:4].